From a dataset of Reaction yield outcomes from USPTO patents with 853,638 reactions. Predict the reaction yield, written as a fraction of the theoretical maximum amount of product (1.0 means a 100% yield; for example, 0.34 means a 34% yield). (1) The reactants are COC1C=CC(C(C2C=CC(OC)=CC=2)[O:10][CH:11](C2C=CC=CC=2)[CH:12]2[CH:16]([O:17][C:18](=[O:25])[C:19]3[CH:24]=[CH:23][CH:22]=[CH:21][CH:20]=3)[CH:15]([O:26][CH3:27])[CH:14]([N:28]3[CH:36]=[N:35][C:34]4[C:33](=[O:37])[NH:32][C:31]([NH:38][C:39](=[O:43])[CH:40]([CH3:42])[CH3:41])=[N:30][C:29]3=4)[O:13]2)=CC=1.C(O)=O.C(O)CCC. The catalyst is C(Cl)Cl.CO. The product is [OH:10][CH2:11][CH:12]1[CH:16]([O:17][C:18](=[O:25])[C:19]2[CH:20]=[CH:21][CH:22]=[CH:23][CH:24]=2)[CH:15]([O:26][CH3:27])[CH:14]([N:28]2[CH:36]=[N:35][C:34]3[C:33](=[O:37])[NH:32][C:31]([NH:38][C:39](=[O:43])[CH:40]([CH3:41])[CH3:42])=[N:30][C:29]2=3)[O:13]1. The yield is 0.920. (2) The reactants are [CH2:1]([C:3]([CH2:10][S:11][C:12]1[CH:17]=[CH:16][CH:15]=[CH:14][C:13]=1[CH2:18][OH:19])([CH:6]=[CH:7][CH2:8][CH3:9])[CH:4]=[O:5])[CH3:2].[Cr](Cl)([O-])(=O)=O.[NH+]1C=CC=CC=1. The catalyst is C(Cl)Cl. The product is [CH2:1]([C:3]([CH2:10][S:11][C:12]1[CH:17]=[CH:16][CH:15]=[CH:14][C:13]=1[CH:18]=[O:19])([CH:6]=[CH:7][CH2:8][CH3:9])[CH:4]=[O:5])[CH3:2]. The yield is 0.660. (3) The reactants are [C:1]([C:4]1[CH:5]=[CH:6][C:7]([CH:15]2[CH2:20][CH2:19][CH2:18][N:17](C(OC(C)(C)C)=O)[CH2:16]2)=[C:8]2[C:12]=1[NH:11][C:10]([CH3:13])=[C:9]2[CH3:14])(=[O:3])[NH2:2].[C:28]([OH:34])([C:30]([F:33])([F:32])[F:31])=[O:29]. The catalyst is C(Cl)Cl. The product is [OH:34][C:28]([C:30]([F:33])([F:32])[F:31])=[O:29].[CH3:13][C:10]1[NH:11][C:12]2[C:8]([C:9]=1[CH3:14])=[C:7]([CH:15]1[CH2:20][CH2:19][CH2:18][NH:17][CH2:16]1)[CH:6]=[CH:5][C:4]=2[C:1]([NH2:2])=[O:3]. The yield is 1.00. (4) The reactants are [CH2:1]([S:3][CH2:4][C:5]1[N:10]=[C:9]([C:11]2[S:12][C:13]3[CH:21]=[CH:20][CH:19]=[CH:18][C:14]=3[C:15](=[O:17])[N:16]=2)[CH:8]=[CH:7][CH:6]=1)[CH3:2].ClC1C=CC=C(C(OO)=[O:30])C=1. The catalyst is C(Cl)(Cl)Cl. The product is [CH2:1]([S:3]([CH2:4][C:5]1[N:10]=[C:9]([C:11]2[S:12][C:13]3[CH:21]=[CH:20][CH:19]=[CH:18][C:14]=3[C:15](=[O:17])[N:16]=2)[CH:8]=[CH:7][CH:6]=1)=[O:30])[CH3:2]. The yield is 0.910. (5) The reactants are C(OCC)(=O)C.C[Si]([N-][Si](C)(C)C)(C)C.[Li+].C([O:21][C:22](=[O:32])[CH2:23][CH:24]([CH2:28][CH:29]([CH3:31])[CH3:30])[C:25](O)=O)(C)(C)C. The catalyst is C1COCC1. The product is [CH2:28]([CH:24]1[CH2:25][O:32][C:22](=[O:21])[CH2:23]1)[CH:29]([CH3:30])[CH3:31]. The yield is 0.410. (6) The reactants are [H-].[Al+3].[Li+].[H-].[H-].[H-].[CH2:7]([C:9]1[C:17]2[N:16]3[C@H:18]([CH3:23])[CH2:19][NH:20][C:21](=O)[C@@H:15]3[CH2:14][C:13]=2[CH:12]=[CH:11][CH:10]=1)[CH3:8]. The catalyst is O1CCCC1. The product is [CH2:7]([C:9]1[C:17]2[N:16]3[C@H:18]([CH3:23])[CH2:19][NH:20][CH2:21][C@@H:15]3[CH2:14][C:13]=2[CH:12]=[CH:11][CH:10]=1)[CH3:8]. The yield is 0.380. (7) The reactants are [F:1][CH:2]([F:39])[C:3]1[N:7]([C:8]2[N:13]=[C:12]([N:14]3[CH2:19][CH2:18][O:17][CH2:16][CH2:15]3)[N:11]=[C:10]([N:20]([CH:27]3[CH2:32][CH2:31][CH2:30][NH:29][CH2:28]3)[CH2:21][CH2:22][CH2:23][N:24]([CH3:26])[CH3:25])[N:9]=2)[C:6]2[CH:33]=[CH:34][CH:35]=[C:36]([O:37][CH3:38])[C:5]=2[N:4]=1.CCN(C(C)C)C(C)C.[CH3:49][S:50](Cl)(=[O:52])=[O:51]. The product is [F:39][CH:2]([F:1])[C:3]1[N:7]([C:8]2[N:13]=[C:12]([N:14]3[CH2:15][CH2:16][O:17][CH2:18][CH2:19]3)[N:11]=[C:10]([N:20]([CH:27]3[CH2:32][CH2:31][CH2:30][N:29]([S:50]([CH3:49])(=[O:52])=[O:51])[CH2:28]3)[CH2:21][CH2:22][CH2:23][N:24]([CH3:26])[CH3:25])[N:9]=2)[C:6]2[CH:33]=[CH:34][CH:35]=[C:36]([O:37][CH3:38])[C:5]=2[N:4]=1. The catalyst is C(Cl)Cl. The yield is 0.720. (8) The reactants are [C:1]([O:6][CH2:7][CH3:8])(=[O:5])/[CH:2]=[CH:3]/[CH3:4].[CH2:9]([S-:11])[CH3:10].[Na+]. The catalyst is CN(C=O)C.O. The product is [CH2:9]([S:11][CH:3]([CH3:4])[CH2:2][C:1]([O:6][CH2:7][CH3:8])=[O:5])[CH3:10]. The yield is 0.140. (9) The reactants are C(O[CH:4]=[C:5]1[C:16]2[C:8](=[CH:9][CH:10]=[C:11]3[C:15]=2[S:14][CH:13]=[N:12]3)[NH:7][C:6]1=[O:17])C.[NH2:18][C:19]1[CH:24]=[CH:23][C:22]([CH2:25][S:26]([NH2:29])(=[O:28])=[O:27])=[CH:21][CH:20]=1. No catalyst specified. The product is [O:17]=[C:6]1[C:5](=[CH:4][NH:18][C:19]2[CH:24]=[CH:23][C:22]([CH2:25][S:26]([NH2:29])(=[O:27])=[O:28])=[CH:21][CH:20]=2)[C:16]2[C:8](=[CH:9][CH:10]=[C:11]3[C:15]=2[S:14][CH:13]=[N:12]3)[NH:7]1. The yield is 0.250. (10) The reactants are [Cl:1][C:2]1(N)[CH:7]=[CH:6][C:5]([N:8]([C:12]2[CH:17]=[CH:16][CH:15]=[CH:14][C:13]=2[C:18]([F:21])([F:20])[F:19])[C:9](=[O:11])[NH2:10])=[CH:4][CH2:3]1.[C:23]([O:34][CH3:35])(=[O:33])[C:24]1[CH:32]=[CH:31][CH:30]=[C:26](C([O-])=O)[CH:25]=1.C1C=CC2N([OH:45])N=NC=2C=1.O.CN1CCOCC1.CCN=C=NCCCN(C)C.Cl.C[N:67]([CH:69]=[O:70])C. The catalyst is CCOC(C)=O. The product is [Cl:1][C:2]1([C:31]2[CH:30]=[CH:26][CH:25]=[C:24]([C:23]([O:34][CH3:35])=[O:33])[CH:32]=2)[CH:7]=[CH:6][C:5]([N:8]([C:12]2[CH:17]=[CH:16][CH:15]=[CH:14][C:13]=2[C:18]([F:21])([F:20])[F:19])[C:9](=[O:11])[NH2:10])=[C:4]([NH:67][C:69]([OH:70])=[O:45])[CH2:3]1. The yield is 0.430.